From a dataset of Full USPTO retrosynthesis dataset with 1.9M reactions from patents (1976-2016). Predict the reactants needed to synthesize the given product. Given the product [O:1]1[CH2:5][CH2:4][CH:3]([C:6]([O:8][CH3:9])=[O:7])[CH2:2]1, predict the reactants needed to synthesize it. The reactants are: [O:1]1[CH2:5][CH2:4][CH:3]([C:6]([OH:8])=[O:7])[CH2:2]1.[CH3:9]C1C=CC(S(O)(=O)=O)=CC=1.